Dataset: Catalyst prediction with 721,799 reactions and 888 catalyst types from USPTO. Task: Predict which catalyst facilitates the given reaction. (1) Reactant: [NH2:1][CH2:2][C@H:3]([NH:11][C:12]1[N:17]=[C:16]([N:18]([CH3:31])[C:19]2[CH:24]=[CH:23][N:22]=[C:21]([C:25]3[CH:30]=[CH:29][CH:28]=[CH:27][CH:26]=3)[N:20]=2)[CH:15]=[CH:14][N:13]=1)[CH2:4][C:5]1[CH:10]=[CH:9][CH:8]=[CH:7][CH:6]=1.[C:32]([O:36][C:37]([NH:39][CH2:40][C:41](O)=[O:42])=[O:38])([CH3:35])([CH3:34])[CH3:33].N=C=N. Product: [CH3:31][N:18]([C:19]1[CH:24]=[CH:23][N:22]=[C:21]([C:25]2[CH:30]=[CH:29][CH:28]=[CH:27][CH:26]=2)[N:20]=1)[C:16]1[CH:15]=[CH:14][N:13]=[C:12]([NH:11][C@H:3]([CH2:4][C:5]2[CH:10]=[CH:9][CH:8]=[CH:7][CH:6]=2)[CH2:2][NH:1][C:41](=[O:42])[CH2:40][NH:39][C:37](=[O:38])[O:36][C:32]([CH3:33])([CH3:34])[CH3:35])[N:17]=1. The catalyst class is: 2. (2) Reactant: [C:1]1([CH:7]([C:36]2[CH:41]=[CH:40][CH:39]=[CH:38][CH:37]=2)[O:8][CH:9]2[CH2:14][CH2:13][N:12]([CH2:15][CH2:16][CH2:17][NH:18][C:19]3[CH:20]=[CH:21][C:22]4[N:23]([CH:25]=[C:26]([C:28]([CH3:35])([CH3:34])[C:29]([O:31][CH2:32][CH3:33])=[O:30])[N:27]=4)[N:24]=3)[CH2:11][CH2:10]2)[CH:6]=[CH:5][CH:4]=[CH:3][CH:2]=1.[C:42]([OH:49])(=[O:48])[CH2:43][CH2:44][C:45]([OH:47])=[O:46]. The catalyst class is: 8. Product: [C:42]([OH:49])(=[O:48])[CH2:43][CH2:44][C:45]([OH:47])=[O:46].[C:42]([OH:49])(=[O:48])[CH2:43][CH2:44][C:45]([OH:47])=[O:46].[C:36]1([CH:7]([C:1]2[CH:6]=[CH:5][CH:4]=[CH:3][CH:2]=2)[O:8][CH:9]2[CH2:10][CH2:11][N:12]([CH2:15][CH2:16][CH2:17][NH:18][C:19]3[CH:20]=[CH:21][C:22]4[N:23]([CH:25]=[C:26]([C:28]([CH3:35])([CH3:34])[C:29]([O:31][CH2:32][CH3:33])=[O:30])[N:27]=4)[N:24]=3)[CH2:13][CH2:14]2)[CH:41]=[CH:40][CH:39]=[CH:38][CH:37]=1.